This data is from Reaction yield outcomes from USPTO patents with 853,638 reactions. The task is: Predict the reaction yield, written as a fraction of the theoretical maximum amount of product (1.0 means a 100% yield; for example, 0.34 means a 34% yield). (1) The reactants are [C:1]([O:5][C:6](=[O:24])[NH:7][CH2:8][C:9]#[C:10][C:11]1[CH:16]=[CH:15][C:14]([Cl:17])=[CH:13][C:12]=1[C:18](=[O:23])N(OC)C)([CH3:4])([CH3:3])[CH3:2].Br[C:26]1[C:31]([F:32])=[CH:30][CH:29]=[CH:28][N:27]=1. No catalyst specified. The product is [Cl:17][C:14]1[CH:15]=[CH:16][C:11]([C:10]#[C:9][CH2:8][NH:7][C:6](=[O:24])[O:5][C:1]([CH3:2])([CH3:3])[CH3:4])=[C:12]([C:18](=[O:23])[C:26]2[C:31]([F:32])=[CH:30][CH:29]=[CH:28][N:27]=2)[CH:13]=1. The yield is 0.450. (2) The reactants are Cl[C:2]1[C:7]([C:8]2[C:9]([F:15])=[N:10][CH:11]=[C:12]([CH3:14])[CH:13]=2)=[C:6]([N+:16]([O-:18])=[O:17])[C:5]([CH3:19])=[C:4]([C:20]([F:23])([F:22])[F:21])[CH:3]=1.[CH2:24]([S:26]([C:29]1[CH:30]=[C:31](B(O)O)[CH:32]=[CH:33][CH:34]=1)(=[O:28])=[O:27])[CH3:25].C1(P(C2CCCCC2)C2CCCCC2)CCCCC1.C([O-])([O-])=O.[Cs+].[Cs+]. The catalyst is O1CCOCC1. The product is [CH2:24]([S:26]([C:29]1[CH:34]=[C:33]([C:2]2[CH:3]=[C:4]([C:20]([F:23])([F:21])[F:22])[C:5]([CH3:19])=[C:6]([N+:16]([O-:18])=[O:17])[C:7]=2[C:8]2[C:9]([F:15])=[N:10][CH:11]=[C:12]([CH3:14])[CH:13]=2)[CH:32]=[CH:31][CH:30]=1)(=[O:27])=[O:28])[CH3:25]. The yield is 0.780. (3) The reactants are [C:1]([C@H:5]1[CH2:10][CH2:9][C@H:8]([O:11][C:12]2[CH:13]=[C:14]3[C:19](=[CH:20][CH:21]=2)[CH2:18][C@@H:17]([C@@:22]2([CH3:28])[CH2:26][O:25]C(=O)[NH:23]2)[CH2:16][CH2:15]3)[CH2:7][CH2:6]1)([CH3:4])([CH3:3])[CH3:2].[OH-].[Li+].C(O)C.O. No catalyst specified. The product is [NH2:23][C@:22]([C@H:17]1[CH2:16][CH2:15][C:14]2[C:19](=[CH:20][CH:21]=[C:12]([O:11][C@H:8]3[CH2:7][CH2:6][C@H:5]([C:1]([CH3:4])([CH3:3])[CH3:2])[CH2:10][CH2:9]3)[CH:13]=2)[CH2:18]1)([CH3:28])[CH2:26][OH:25]. The yield is 0.660. (4) The reactants are [CH2:1]([O:8][C:9]1[CH:10]=[CH:11][C:12]([CH2:15][CH:16]([NH:33]C(=O)OC(C)(C)C)[C:17]([NH:19][C:20]2[CH:25]=[CH:24][C:23]([CH2:26][CH2:27][CH2:28][C:29]([NH:31][OH:32])=[O:30])=[CH:22][CH:21]=2)=[O:18])=[N:13][CH:14]=1)[C:2]1[CH:7]=[CH:6][CH:5]=[CH:4][CH:3]=1. The catalyst is C(Cl)Cl.C(O)(C(F)(F)F)=O. The product is [NH2:33][CH:16]([CH2:15][C:12]1[CH:11]=[CH:10][C:9]([O:8][CH2:1][C:2]2[CH:3]=[CH:4][CH:5]=[CH:6][CH:7]=2)=[CH:14][N:13]=1)[C:17]([NH:19][C:20]1[CH:25]=[CH:24][C:23]([CH2:26][CH2:27][CH2:28][C:29]([NH:31][OH:32])=[O:30])=[CH:22][CH:21]=1)=[O:18]. The yield is 0.610. (5) The reactants are [Br:1]Br.[Al+3].[Cl-].[Cl-].[Cl-].[CH3:7][C:8]1([CH3:18])[C:16]2[C:11](=[CH:12][CH:13]=[CH:14][CH:15]=2)[C:10](=[O:17])[CH2:9]1. No catalyst specified. The product is [Br:1][C:13]1[CH:12]=[C:11]2[C:16]([C:8]([CH3:18])([CH3:7])[CH2:9][C:10]2=[O:17])=[CH:15][CH:14]=1. The yield is 0.270. (6) The reactants are [CH3:1][O:2][C:3]([C:5]1[S:9][C:8]2[CH:10]=[C:11]([Cl:14])[CH:12]=[CH:13][C:7]=2[C:6]=1[OH:15])=[O:4].C(=O)([O-])[O-].[K+].[K+].Cl[CH2:23][CH2:24][CH2:25][C:26]#[N:27].[I-].[K+]. The catalyst is CN(C=O)C.C(OCC)(=O)C. The product is [CH3:1][O:2][C:3]([C:5]1[S:9][C:8]2[CH:10]=[C:11]([Cl:14])[CH:12]=[CH:13][C:7]=2[C:6]=1[O:15][CH2:23][CH2:24][CH2:25][C:26]#[N:27])=[O:4]. The yield is 0.890. (7) The reactants are [C:1]([C:3]1[CH:4]=[C:5]2[C:9](=[CH:10][CH:11]=1)[NH:8][C:7](=[O:12])[CH2:6]2)#[N:2].[Cl:13][C:14]1[CH:15]=[C:16]([CH:26]=[CH:27][N:28]=1)[C:17]([N:19]1[CH2:24][CH2:23][N:22]([CH3:25])[CH2:21][CH2:20]1)=[O:18]. No catalyst specified. The product is [ClH:13].[OH:12][C:7]1[NH:8][C:9]2[C:5]([C:6]=1[C:27]1[CH:26]=[C:16]([C:17]([N:19]3[CH2:20][CH2:21][N:22]([CH3:25])[CH2:23][CH2:24]3)=[O:18])[CH:15]=[CH:14][N:28]=1)=[CH:4][C:3]([C:1]#[N:2])=[CH:11][CH:10]=2. The yield is 0.0200. (8) The catalyst is O1CCCC1. The reactants are [NH2:1][C@@H:2]([CH2:33][C:34]1[CH:39]=[CH:38][CH:37]=[CH:36][CH:35]=1)[C@@H:3]([OH:32])[CH2:4][C@@H:5]([NH:19][C:20]([C@@H:22]([NH:27][C:28](=[O:31])[O:29][CH3:30])[C:23]([CH3:26])([CH3:25])[CH3:24])=[O:21])[CH2:6][C:7]1[CH:12]=[CH:11][C:10]([C:13]2[CH:18]=[CH:17][CH:16]=[CH:15][N:14]=2)=[CH:9][CH:8]=1.[OH:40][C@@H:41]([C:45](C)([S:47]([CH3:50])(=[O:49])=[O:48])[CH3:46])[C:42](O)=[O:43].CCOP(ON1N=NC2C=CC=CC=2C1=O)(OCC)=O.C(N(CC)C(C)C)(C)C. The yield is 0.560. The product is [OH:32][C@H:3]([C@@H:2]([NH:1][C:42](=[O:43])[C@@H:41]([OH:40])[CH:45]([S:47]([CH3:50])(=[O:49])=[O:48])[CH3:46])[CH2:33][C:34]1[CH:35]=[CH:36][CH:37]=[CH:38][CH:39]=1)[CH2:4][C@@H:5]([NH:19][C:20]([C@@H:22]([NH:27][C:28](=[O:31])[O:29][CH3:30])[C:23]([CH3:26])([CH3:25])[CH3:24])=[O:21])[CH2:6][C:7]1[CH:12]=[CH:11][C:10]([C:13]2[CH:18]=[CH:17][CH:16]=[CH:15][N:14]=2)=[CH:9][CH:8]=1. (9) The reactants are [ClH:1].[CH3:2][NH:3][CH2:4][C:5]#[N:6].[C:7]([Cl:12])(=O)[C:8](Cl)=[O:9]. The catalyst is ClC1C=CC=CC=1Cl. The product is [Cl:12][C:7]1[C:8](=[O:9])[N:3]([CH3:2])[CH:4]=[C:5]([Cl:1])[N:6]=1. The yield is 0.600.